This data is from Aqueous solubility values for 9,982 compounds from the AqSolDB database. The task is: Regression/Classification. Given a drug SMILES string, predict its absorption, distribution, metabolism, or excretion properties. Task type varies by dataset: regression for continuous measurements (e.g., permeability, clearance, half-life) or binary classification for categorical outcomes (e.g., BBB penetration, CYP inhibition). For this dataset (solubility_aqsoldb), we predict Y. (1) The molecule is COC(=O)c1cc(C(=O)OC)cc(S(=O)(=O)[O-])c1.[Na+]. The Y is -0.966 log mol/L. (2) The Y is -5.02 log mol/L. The drug is O=C([O-])[O-].O=C([O-])[O-].O=C([O-])[O-].[Pr+3].[Pr+3]. (3) The drug is [Bi+3].[Bi+3].[S-2].[S-2].[S-2]. The Y is -9.10 log mol/L. (4) The drug is O=C(O)CCCCc1ccccc1. The Y is -2.47 log mol/L. (5) The compound is O=C1CNC(=O)c2cc(Cl)ccc2N1. The Y is -3.05 log mol/L.